This data is from Reaction yield outcomes from USPTO patents with 853,638 reactions. The task is: Predict the reaction yield, written as a fraction of the theoretical maximum amount of product (1.0 means a 100% yield; for example, 0.34 means a 34% yield). (1) The reactants are [Cl:1][C:2]1[CH:3]=[CH:4][C:5]2[C:6]3[N:13]([CH:14]4[CH2:19][CH2:18][CH2:17][CH2:16][O:15]4)[N:12]=[CH:11][C:7]=3[NH:8][C:9]=2[CH:10]=1.Br[C:21]1[CH:22]=[C:23]2[N:30]=[CH:29][N:28]([CH2:31][O:32][CH2:33][CH2:34][Si:35]([CH3:38])([CH3:37])[CH3:36])[C:24]2=[N:25][C:26]=1[CH3:27].CN[C@H]1CCCC[C@@H]1NC.C([O-])([O-])=O.[Cs+].[Cs+]. The catalyst is O.[Cu]I.CC(N(C)C)=O. The product is [Cl:1][C:2]1[CH:3]=[CH:4][C:5]2[C:6]3[N:13]([CH:14]4[CH2:19][CH2:18][CH2:17][CH2:16][O:15]4)[N:12]=[CH:11][C:7]=3[N:8]([C:21]3[CH:22]=[C:23]4[N:30]=[CH:29][N:28]([CH2:31][O:32][CH2:33][CH2:34][Si:35]([CH3:36])([CH3:38])[CH3:37])[C:24]4=[N:25][C:26]=3[CH3:27])[C:9]=2[CH:10]=1. The yield is 0.0960. (2) The reactants are Br[C:2]1[CH:3]=[C:4]([C:8]([NH:11][C:12](=[O:22])[O:13][CH:14]2[CH:19]3[CH2:20][CH2:21][N:16]([CH2:17][CH2:18]3)[CH2:15]2)([CH3:10])[CH3:9])[CH:5]=[CH:6][CH:7]=1.[C:23]1(B(O)O)[CH:28]=[CH:27][CH:26]=[CH:25][CH:24]=1. The catalyst is C([O-])(=O)C.[Pd+2].C([O-])(=O)C. The product is [C:2]1([C:23]2[CH:28]=[CH:27][CH:26]=[CH:25][CH:24]=2)[CH:7]=[CH:6][CH:5]=[C:4]([C:8]([NH:11][C:12](=[O:22])[O:13][CH:14]2[CH:19]3[CH2:20][CH2:21][N:16]([CH2:17][CH2:18]3)[CH2:15]2)([CH3:10])[CH3:9])[CH:3]=1. The yield is 0.640. (3) The reactants are [Cl:1][C:2]1[N:3]=[C:4]([C:7]([OH:9])=O)[NH:5][N:6]=1.CN(C(ON1N=N[C:20]2C=CC=N[C:19]1=2)=[N+](C)C)C.F[P-](F)(F)(F)(F)F.CCN(C(C)C)C(C)C.[NH2:43][C@H:44]([CH2:52][C:53]1[CH:58]=[CH:57][C:56]([C:59]2[CH:64]=[CH:63][CH:62]=[CH:61][CH:60]=2)=[CH:55][CH:54]=1)[CH2:45][C@@H:46]([CH2:50][OH:51])[C:47]([OH:49])=[O:48]. The catalyst is CN(C=O)C. The product is [CH2:19]([O:48][C:47](=[O:49])[C@H:46]([CH2:50][OH:51])[CH2:45][C@H:44]([NH:43][C:7]([C:4]1[NH:5][N:6]=[C:2]([Cl:1])[N:3]=1)=[O:9])[CH2:52][C:53]1[CH:54]=[CH:55][C:56]([C:59]2[CH:64]=[CH:63][CH:62]=[CH:61][CH:60]=2)=[CH:57][CH:58]=1)[CH3:20]. The yield is 0.950.